From a dataset of Forward reaction prediction with 1.9M reactions from USPTO patents (1976-2016). Predict the product of the given reaction. Given the reactants [F:1][C:2]1[CH:7]=[C:6]([F:8])[CH:5]=[CH:4][C:3]=1[S:9](/[CH:12]=[CH:13]/[C:14]1[C:15]([NH:23][C:24]2[CH:28]=[CH:27][N:26]([CH3:29])[N:25]=2)=[N:16][C:17](S(C)=O)=[N:18][CH:19]=1)(=[O:11])=[O:10].[NH:30]1[C:38]2[C:33](=[CH:34][C:35]([NH2:39])=[CH:36][CH:37]=2)[CH:32]=[CH:31]1, predict the reaction product. The product is: [F:1][C:2]1[CH:7]=[C:6]([F:8])[CH:5]=[CH:4][C:3]=1[S:9](/[CH:12]=[CH:13]/[C:14]1[C:15]([NH:23][C:24]2[CH:28]=[CH:27][N:26]([CH3:29])[N:25]=2)=[N:16][C:17]([NH:39][C:35]2[CH:34]=[C:33]3[C:38](=[CH:37][CH:36]=2)[NH:30][CH:31]=[CH:32]3)=[N:18][CH:19]=1)(=[O:11])=[O:10].